From a dataset of Catalyst prediction with 721,799 reactions and 888 catalyst types from USPTO. Predict which catalyst facilitates the given reaction. Reactant: [CH3:1][N:2]1[C:6]([CH2:7][CH:8]=[C:9]([CH3:11])[CH3:10])=[CH:5][C:4]([NH2:12])=[N:3]1.C1(C)C=CC(S(O)(=O)=O)=CC=1.[Cl:24][C:25]1[C:26](=O)[O:27][C:28](=[O:31])[C:29]=1[CH3:30]. Product: [Cl:24][C:25]1[C:26](=[O:27])[N:12]([C:4]2[CH:5]=[C:6]([CH2:7][CH:8]=[C:9]([CH3:10])[CH3:11])[N:2]([CH3:1])[N:3]=2)[C:28](=[O:31])[C:29]=1[CH3:30]. The catalyst class is: 11.